Regression. Given two drug SMILES strings and cell line genomic features, predict the synergy score measuring deviation from expected non-interaction effect. From a dataset of NCI-60 drug combinations with 297,098 pairs across 59 cell lines. (1) Drug 1: CC(CN1CC(=O)NC(=O)C1)N2CC(=O)NC(=O)C2. Drug 2: CC1=C(C(=CC=C1)Cl)NC(=O)C2=CN=C(S2)NC3=CC(=NC(=N3)C)N4CCN(CC4)CCO. Cell line: MDA-MB-435. Synergy scores: CSS=0.179, Synergy_ZIP=2.02, Synergy_Bliss=3.76, Synergy_Loewe=-2.33, Synergy_HSA=-2.03. (2) Drug 1: CC(C1=C(C=CC(=C1Cl)F)Cl)OC2=C(N=CC(=C2)C3=CN(N=C3)C4CCNCC4)N. Drug 2: CS(=O)(=O)OCCCCOS(=O)(=O)C. Cell line: HOP-92. Synergy scores: CSS=10.7, Synergy_ZIP=-4.20, Synergy_Bliss=-2.19, Synergy_Loewe=-9.50, Synergy_HSA=-2.22. (3) Drug 1: CN(C(=O)NC(C=O)C(C(C(CO)O)O)O)N=O. Drug 2: N.N.Cl[Pt+2]Cl. Cell line: SNB-75. Synergy scores: CSS=24.2, Synergy_ZIP=-5.57, Synergy_Bliss=1.34, Synergy_Loewe=2.82, Synergy_HSA=2.87. (4) Drug 1: B(C(CC(C)C)NC(=O)C(CC1=CC=CC=C1)NC(=O)C2=NC=CN=C2)(O)O. Drug 2: CC1CCC2CC(C(=CC=CC=CC(CC(C(=O)C(C(C(=CC(C(=O)CC(OC(=O)C3CCCCN3C(=O)C(=O)C1(O2)O)C(C)CC4CCC(C(C4)OC)OP(=O)(C)C)C)C)O)OC)C)C)C)OC. Cell line: HCT116. Synergy scores: CSS=29.3, Synergy_ZIP=0.556, Synergy_Bliss=-1.45, Synergy_Loewe=-16.2, Synergy_HSA=-1.24. (5) Drug 1: CC12CCC(CC1=CCC3C2CCC4(C3CC=C4C5=CN=CC=C5)C)O. Cell line: M14. Drug 2: CC1=C2C(C(=O)C3(C(CC4C(C3C(C(C2(C)C)(CC1OC(=O)C(C(C5=CC=CC=C5)NC(=O)C6=CC=CC=C6)O)O)OC(=O)C7=CC=CC=C7)(CO4)OC(=O)C)O)C)OC(=O)C. Synergy scores: CSS=46.3, Synergy_ZIP=6.79, Synergy_Bliss=8.74, Synergy_Loewe=-11.6, Synergy_HSA=7.77. (6) Drug 1: COC1=NC(=NC2=C1N=CN2C3C(C(C(O3)CO)O)O)N. Drug 2: C1CNP(=O)(OC1)N(CCCl)CCCl. Cell line: MDA-MB-231. Synergy scores: CSS=-5.20, Synergy_ZIP=1.67, Synergy_Bliss=-0.222, Synergy_Loewe=-6.10, Synergy_HSA=-5.78.